Dataset: Forward reaction prediction with 1.9M reactions from USPTO patents (1976-2016). Task: Predict the product of the given reaction. (1) The product is: [Cl:12][C:5]1[C:6]([CH3:11])=[C:7]([Cl:10])[CH:8]=[CH:9][C:4]=1[C:3]([OH:13])=[O:2]. Given the reactants C[O:2][C:3](=[O:13])[C:4]1[CH:9]=[CH:8][C:7]([Cl:10])=[C:6]([CH3:11])[C:5]=1[Cl:12].C1COCC1.[OH-].[K+].O, predict the reaction product. (2) Given the reactants [C:1]([CH:5]1[CH2:10][CH2:9][CH:8]([NH:11][CH2:12][C:13]2[CH:22]=[CH:21][C:16]([C:17]([O:19][CH3:20])=[O:18])=[CH:15][CH:14]=2)[CH2:7][CH2:6]1)([CH3:4])([CH3:3])[CH3:2].[CH3:23]CN(C(C)C)C(C)C.C(Cl)(Cl)=S.[CH3:36][NH:37][C:38]1[CH:43]=[CH:42][C:41]([O:44][CH3:45])=[CH:40][C:39]=1[NH2:46].C([O-])(O)=O.[Na+], predict the reaction product. The product is: [C:1]([CH:5]1[CH2:10][CH2:9][CH:8]([N:11]([CH2:12][C:13]2[CH:14]=[CH:15][C:16]([C:17]([O:19][CH3:20])=[O:18])=[CH:21][CH:22]=2)[C:36]2[N:37]([CH3:23])[C:38]3[CH:43]=[CH:42][C:41]([O:44][CH3:45])=[CH:40][C:39]=3[N:46]=2)[CH2:7][CH2:6]1)([CH3:4])([CH3:2])[CH3:3]. (3) Given the reactants [CH3:1][O:2][CH2:3][CH2:4][CH2:5][CH2:6][C@@:7]([C:15]1[CH:20]=[CH:19][CH:18]=[CH:17][C:16]=1[O:21][C:22]1[CH:27]=[CH:26][CH:25]=[CH:24][CH:23]=1)([C@@H:9]1[CH2:14][CH2:13][CH2:12][NH:11][CH2:10]1)[OH:8].[C:28]([O:32][C:33]([NH:35][C@H:36]1[CH2:40][CH2:39][C@@H:38]([C:41](O)=[O:42])[CH2:37]1)=[O:34])([CH3:31])([CH3:30])[CH3:29].CCN(C(C)C)C(C)C.CN(C(ON1N=NC2C=CC=CC1=2)=[N+](C)C)C.F[P-](F)(F)(F)(F)F.C1C=CC2N(O)N=NC=2C=1, predict the reaction product. The product is: [C:28]([O:32][C:33]([NH:35][C@H:36]1[CH2:40][CH2:39][C@@H:38]([C:41]([N:11]2[CH2:12][CH2:13][CH2:14][C@@H:9]([C@:7]([OH:8])([C:15]3[CH:20]=[CH:19][CH:18]=[CH:17][C:16]=3[O:21][C:22]3[CH:27]=[CH:26][CH:25]=[CH:24][CH:23]=3)[CH2:6][CH2:5][CH2:4][CH2:3][O:2][CH3:1])[CH2:10]2)=[O:42])[CH2:37]1)=[O:34])([CH3:31])([CH3:30])[CH3:29].